From a dataset of Human Reference Interactome with 51,813 positive PPI pairs across 8,248 proteins, plus equal number of experimentally-validated negative pairs. Binary Classification. Given two protein amino acid sequences, predict whether they physically interact or not. (1) Protein 1 (ENSG00000117153) has sequence MGGIMAPKDIMTNTHAKSILNSMNSLRKSNTLCDVTLRVEQKDFPAHRIVLAACSDYFCAMFTSELSEKGKPYVDIQGLTASTMEILLDFVYTETVHVTVENVQELLPAACLLQLKGVKQACCEFLESQLDPSNCLGIRDFAETHNCVDLMQAAEVFSQKHFPEVVQHEEFILLSQGEVEKLIKCDEIQVDSEEPVFEAVINWVKHAKKEREESLPNLLQYVRMPLLTPRYITDVIDAEPFIRCSLQCRDLVDEAKKFHLRPELRSQMQGPRTRARLGANEVLLVVGGFGSQQSPIDVVE.... Protein 2 (ENSG00000189171) has sequence MAAEPLTELEESIETVVTTFFTFARQEGRKDSLSVNEFKELVTQQLPHLLKDVGSLDEKMKSLDVNQDSELKFNEYWRLIGELAKEIRKKKDLKIRKK*. Result: 0 (the proteins do not interact). (2) Protein 1 (ENSG00000177947) has sequence MTEEVWMGTWRPHRPRGPIMALYSSPGPKYLIPPTTGFMKHTPTKLRAPAYSFRGAPMLLAENCSPGPRYNVNPKILRTGKDLGPAYSILGRYQTKTMLTPGPGDYFPEKSTKYVFDSAPSHSISARTKAFRVDSTPGPAAYMLPMVMGPNTVGKASQPSFSIKGRSKLGGFSDDLHKTPGPAAYRQTDVRVTKFKAPQYTMAARVEPPGDKTLKPGPGAHSPEKVTLTKPCAPVVTFGIKHSDYMTPLLVDVE*MTEEVWMGTWRPHRPRGPIMALYSSPGPKYLIPPTTGFMKHTPTK.... Protein 2 (ENSG00000132613) has sequence METAEKECGALGGLFQAIVNDMKSSYPIWEDFNSKATKLHSQLRTTVLAAVAFLDAFQKVADMATNTRGATRDIGSALTRMCMRHRSIETKLRQFTNALLESLINPLQERIEDWKKAANQLDKDHAKEYKRARHEIKKKSSDTLKLQKKARKELLGKGDLQPQLDSALQDVNDMYLLLEETEKQAVRRALIEERGRFCTFITFLQPVVNGELTMLGEITHLQGIIDDLVVLTAEPHKLPPASEQVIKDLKGSDYSWSYQTPPSSPSSSSSRKSSMCSAPSSSSSAKGGGAPWPGGAQTYS.... Result: 0 (the proteins do not interact). (3) Protein 1 (ENSG00000111229) has sequence MPAYHSSLMDPDTKLIGNMALLPIRSQFKGPAPRETKDTDIVDEAIYYFKANVFFKNYEIKNEADRTLIYITLYISECLKKLQKCNSKSQGEKEMYTLGITNFPIPGEPGFPLNAIYAKPANKQEDEVMRAYLQQLRQETGLRLCEKVFDPQNDKPSKWWTCFVKRQFMNKSLSGPGQ*MPAYHSSLMDPDTKLIGNMALLPIRSQFKGPAPRETKDTDIVDEAIYYFKANVFFKNYEIKNEADRTLIYITLYISECLKKLQKCNSKSQEVMRAYLQQMDPDTKLIGNMALLPIRSQFKG.... Protein 2 (ENSG00000241553) has sequence MTATLRPYLSAVRATLQAALCLENFSSQVVERHNKPEVEVRSSKELLLQPVTISRNEKEKVLIEGSINSVRVSIAVKQADEIEKILCHKFMRFMMMRAENFFILRRKPVEGYDISFLITNFHTEQMYKHKLVDFVIHFMEEIDKEISEMKLSVNARARIVAEEFLKNF*MTATLRPYLSAVRATLQAALCLENFSSQVVERHNKPEVEVSPRQ*MVREPGPRPGTPGCSASGQWTATLRPYLSAVRATLQAALCLENFSSQVVERHNKPEVEVRSSKELLLQPVTISRNEKEKVLIEGSI.... Result: 1 (the proteins interact). (4) Protein 1 (ENSG00000182156) has sequence MRGPAVLLTVALATLLAPGAGAPVQSQGSQNKLLLVSFDGFRWNYDQDVDTPNLDAMARDGVKARYMTPAFVTMTSPCHFTLVTGKYIENHGVVHNMYYNTTSKVKLPYHATLGIQRWWDNGSVPIWITAQRQGLRAGSFFYPGGNVTYQGVAVTRSRKEGIAHNYKNETEWRANIDTVMAWFTEEDLDLVTLYFGEPDSTGHRYGPESPERREMVRQVDRTVGYLRESIARNHLTDRLNLIITSDHGMTTVDKRAGDLVEFHKFPNFTFRDIEFELLDYGPNGMLLPKEGRLEKVYDAL.... Protein 2 (ENSG00000110079) has sequence MHQTYSRHCRPEESTFSAAMTTMQGMEQAMPGAGPGVPQLGNMAVIHSHLWKGLQEKFLKGEPKVLGVVQILTALMSLSMGITMMCMASNTYGSNPISVYIGYTIWGSVMFIISGSLSIAAGIRTTKGLVRGSLGMNITSSVLAASGILINTFSLAFYSFHHPYCNYYGNSNNCHGTMSILMGLDGMVLLLSVLEFCIAVSLSAFGCKVLCCTPGGVVLILPSHSHMAETASPTPLNEV*MHQTYSRHCRPEERWSQEGWNIPANGFNICRCLNIGMKLRLWNNLNKSNILGALKIKRRE.... Result: 0 (the proteins do not interact).